Dataset: Reaction yield outcomes from USPTO patents with 853,638 reactions. Task: Predict the reaction yield, written as a fraction of the theoretical maximum amount of product (1.0 means a 100% yield; for example, 0.34 means a 34% yield). (1) The reactants are Br[C:2]1[CH:3]=[N:4][CH:5]=[CH:6][CH:7]=1.[NH2:8][C:9]1[C:14]([CH3:15])=[CH:13][N:12]=[C:11]([Cl:16])[N:10]=1.C(=O)([O-])[O-].[Cs+].[Cs+]. The catalyst is O1CCOCC1.C1C=CC(/C=C/C(/C=C/C2C=CC=CC=2)=O)=CC=1.C1C=CC(/C=C/C(/C=C/C2C=CC=CC=2)=O)=CC=1.C1C=CC(/C=C/C(/C=C/C2C=CC=CC=2)=O)=CC=1.[Pd].[Pd].CC1(C)C2C(=C(P(C3C=CC=CC=3)C3C=CC=CC=3)C=CC=2)OC2C(P(C3C=CC=CC=3)C3C=CC=CC=3)=CC=CC1=2. The product is [Cl:16][C:11]1[N:10]=[C:9]([NH:8][C:2]2[CH:3]=[N:4][CH:5]=[CH:6][CH:7]=2)[C:14]([CH3:15])=[CH:13][N:12]=1. The yield is 0.570. (2) The reactants are C([O:3][C:4]([C:6]1[C:7]([CH:12]2[CH2:17][CH2:16][O:15][CH2:14][CH2:13]2)=[N:8][O:9][C:10]=1[CH3:11])=O)C.[H-].[Al+3].[Li+].[H-].[H-].[H-].O.[OH-].[Na+]. The catalyst is C1COCC1. The product is [CH3:11][C:10]1[O:9][N:8]=[C:7]([CH:12]2[CH2:17][CH2:16][O:15][CH2:14][CH2:13]2)[C:6]=1[CH2:4][OH:3]. The yield is 0.340. (3) The reactants are Br[C:2]1[C:3]([CH3:27])=[N:4][N:5]([C:20]2[CH:25]=[CH:24][CH:23]=[CH:22][C:21]=2[CH3:26])[C:6]=1[NH:7][C:8]1[CH:17]=[CH:16][C:15]([O:18][CH3:19])=[CH:14][C:9]=1[C:10]([O:12]C)=[O:11].[O:28]1[CH:32]=[CH:31][C:30](B(O)O)=[CH:29]1.C([O-])([O-])=O.[Na+].[Na+].N#N. The catalyst is CN(C=O)C.C1C=CC([P]([Pd]([P](C2C=CC=CC=2)(C2C=CC=CC=2)C2C=CC=CC=2)([P](C2C=CC=CC=2)(C2C=CC=CC=2)C2C=CC=CC=2)[P](C2C=CC=CC=2)(C2C=CC=CC=2)C2C=CC=CC=2)(C2C=CC=CC=2)C2C=CC=CC=2)=CC=1. The product is [O:28]1[CH:32]=[CH:31][C:30]([C:2]2[C:3]([CH3:27])=[N:4][N:5]([C:20]3[CH:25]=[CH:24][CH:23]=[CH:22][C:21]=3[CH3:26])[C:6]=2[NH:7][C:8]2[CH:17]=[CH:16][C:15]([O:18][CH3:19])=[CH:14][C:9]=2[C:10]([OH:12])=[O:11])=[CH:29]1. The yield is 0.0680. (4) The reactants are [CH3:1][N:2]1[CH2:7][CH2:6][CH:5]([CH:8]([S:14][C:15]2[CH:16]=[N:17][C:18]([NH:28][C:29]3[S:30][CH:31]=[C:32]([CH3:34])[N:33]=3)=[C:19]([O:21][C:22]3[CH:27]=[CH:26][CH:25]=[CH:24][CH:23]=3)[CH:20]=2)[C:9](OCC)=[O:10])[CH2:4][CH2:3]1.[H-].[H-].[H-].[H-].[Li+].[Al+3].[NH4+].[Cl-]. The catalyst is C1COCC1. The product is [CH3:1][N:2]1[CH2:7][CH2:6][CH:5]([CH:8]([S:14][C:15]2[CH:16]=[N:17][C:18]([NH:28][C:29]3[S:30][CH:31]=[C:32]([CH3:34])[N:33]=3)=[C:19]([O:21][C:22]3[CH:27]=[CH:26][CH:25]=[CH:24][CH:23]=3)[CH:20]=2)[CH2:9][OH:10])[CH2:4][CH2:3]1. The yield is 0.849. (5) The reactants are [CH2:1]([C:5]1[N:6]=[C:7]([CH3:27])[NH:8][C:9](=[O:26])[C:10]=1[CH2:11][C:12]1[CH:17]=[CH:16][C:15]([C:18]2[C:19]([C:24]#[N:25])=[CH:20][CH:21]=[CH:22][CH:23]=2)=[CH:14][CH:13]=1)[CH2:2][CH2:3][CH3:4].[H-].[Na+].CN(C)C=O.Br[CH2:36][C:37]1[CH:42]=[CH:41][C:40]([C:43]([CH3:46])([CH3:45])[CH3:44])=[CH:39][CH:38]=1. The catalyst is C(OCC)(=O)C. The product is [CH2:1]([C:5]1[N:6]=[C:7]([CH3:27])[N:8]([CH2:36][C:37]2[CH:42]=[CH:41][C:40]([C:43]([CH3:46])([CH3:45])[CH3:44])=[CH:39][CH:38]=2)[C:9](=[O:26])[C:10]=1[CH2:11][C:12]1[CH:17]=[CH:16][C:15]([C:18]2[C:19]([C:24]#[N:25])=[CH:20][CH:21]=[CH:22][CH:23]=2)=[CH:14][CH:13]=1)[CH2:2][CH2:3][CH3:4]. The yield is 0.610. (6) The yield is 0.104. The product is [Cl:1][C:2]1[CH:3]=[C:4]2[C:9](=[CH:10][CH:11]=1)[NH:8][C:7](=[O:12])[C:6]([CH2:13][NH:15][C:16]1[CH:23]=[CH:22][C:19]([C:20]#[N:21])=[C:18]([O:24][CH3:25])[CH:17]=1)=[CH:5]2. The catalyst is ClCCCl.CCOC(C)=O.CS(C)=O. The reactants are [Cl:1][C:2]1[CH:3]=[C:4]2[C:9](=[CH:10][CH:11]=1)[NH:8][C:7](=[O:12])[C:6]([CH:13]=O)=[CH:5]2.[NH2:15][C:16]1[CH:23]=[CH:22][C:19]([C:20]#[N:21])=[C:18]([O:24][CH3:25])[CH:17]=1.CC(O)=O.C(O[BH-](OC(=O)C)OC(=O)C)(=O)C.[Na+]. (7) The reactants are Br.[NH2:2][C:3]1[CH:8]=[C:7]([CH:9](Br)[C:10]([C:12]2[CH:17]=[CH:16][CH:15]=[C:14]([Cl:18])[CH:13]=2)=O)[CH:6]=[CH:5][N:4]=1.[C:20]([O:24][C:25]([N:27]1[CH2:32][CH2:31][CH:30]([C:33](=[S:35])[NH2:34])[CH2:29][CH2:28]1)=[O:26])([CH3:23])([CH3:22])[CH3:21].C(=O)([O-])O.[Na+]. The catalyst is CN(C)C=O. The product is [C:20]([O:24][C:25]([N:27]1[CH2:32][CH2:31][CH:30]([C:33]2[S:35][C:9]([C:7]3[CH:6]=[CH:5][N:4]=[C:3]([NH2:2])[CH:8]=3)=[C:10]([C:12]3[CH:17]=[CH:16][CH:15]=[C:14]([Cl:18])[CH:13]=3)[N:34]=2)[CH2:29][CH2:28]1)=[O:26])([CH3:23])([CH3:21])[CH3:22]. The yield is 0.500.